This data is from Forward reaction prediction with 1.9M reactions from USPTO patents (1976-2016). The task is: Predict the product of the given reaction. (1) Given the reactants C[O:2][C:3](=[O:28])[CH2:4][CH2:5][CH2:6][N:7]1[CH2:11][CH2:10][CH2:9][C@@H:8]1[CH2:12][O:13][C:14]1[CH:19]=[CH:18][C:17]([O:20][C:21]2[CH:26]=[CH:25][C:24]([Cl:27])=[CH:23][CH:22]=2)=[CH:16][CH:15]=1.Cl.O1CCOCC1, predict the reaction product. The product is: [ClH:27].[Cl:27][C:24]1[CH:25]=[CH:26][C:21]([O:20][C:17]2[CH:18]=[CH:19][C:14]([O:13][CH2:12][C@H:8]3[CH2:9][CH2:10][CH2:11][N:7]3[CH2:6][CH2:5][CH2:4][C:3]([OH:28])=[O:2])=[CH:15][CH:16]=2)=[CH:22][CH:23]=1. (2) The product is: [CH3:27][C:25]1[N:24]([CH2:28][C:29]2[CH:30]=[CH:31][C:32]([CH3:35])=[CH:33][CH:34]=2)[N:23]=[C:22]([C:20]2[O:19][N:18]=[C:17]([C:14]3[CH:13]=[CH:12][C:11]([CH2:10][N:1]4[CH2:6][CH2:5][CH2:4][CH2:3][CH2:2]4)=[CH:16][CH:15]=3)[N:21]=2)[CH:26]=1. Given the reactants [NH:1]1[CH2:6][CH2:5][CH2:4][CH2:3][CH2:2]1.[H-].[Na+].Br[CH2:10][C:11]1[CH:16]=[CH:15][C:14]([C:17]2[N:21]=[C:20]([C:22]3[CH:26]=[C:25]([CH3:27])[N:24]([CH2:28][C:29]4[CH:34]=[CH:33][C:32]([CH3:35])=[CH:31][CH:30]=4)[N:23]=3)[O:19][N:18]=2)=[CH:13][CH:12]=1.FC(F)(F)C(O)=O, predict the reaction product. (3) Given the reactants [CH2:1]([N:3]1[C:7]([CH3:8])=[C:6]([CH3:9])[N:5]=[C:4]1[SH:10])[CH3:2].[H-].[Na+].[Cl:13][C:14]1[CH:15]=[C:16]([N+:21]([O-:23])=[O:22])[CH:17]=[CH:18][C:19]=1F, predict the reaction product. The product is: [Cl:13][C:14]1[CH:15]=[C:16]([N+:21]([O-:23])=[O:22])[CH:17]=[CH:18][C:19]=1[S:10][C:4]1[N:3]([CH2:1][CH3:2])[C:7]([CH3:8])=[C:6]([CH3:9])[N:5]=1. (4) The product is: [CH2:26]([N:3]([CH2:1][CH3:2])[C:4]1[CH:9]=[C:8]([C:10]2[O:14][N:13]=[C:12]([C:15]3[CH:20]=[C:19]([CH3:21])[C:18]([O:22][CH2:50][C@@H:48]4[CH2:47][O:49]4)=[C:17]([CH2:23][CH3:24])[CH:16]=3)[N:11]=2)[CH:7]=[C:6]([CH3:25])[N:5]=1)[CH3:27]. Given the reactants [CH2:1]([N:3]([CH2:26][CH3:27])[C:4]1[CH:9]=[C:8]([C:10]2[O:14][N:13]=[C:12]([C:15]3[CH:20]=[C:19]([CH3:21])[C:18]([OH:22])=[C:17]([CH2:23][CH3:24])[CH:16]=3)[N:11]=2)[CH:7]=[C:6]([CH3:25])[N:5]=1)[CH3:2].C1C=CC(P(C2C=CC=CC=2)C2C=CC=CC=2)=CC=1.[CH2:47]1[O:49][C@@H:48]1[CH2:50]O.CCOC(/N=N/C(OCC)=O)=O, predict the reaction product. (5) Given the reactants Cl.[NH2:2][CH:3]1[CH2:8][CH2:7][CH2:6][NH:5][C:4]1=[O:9].C([O-])([O-])=O.[K+].[K+].[CH3:16][C:17]1[CH:22]=[CH:21][C:20]([S:23](Cl)(=[O:25])=[O:24])=[CH:19][CH:18]=1, predict the reaction product. The product is: [CH3:16][C:17]1[CH:22]=[CH:21][C:20]([S:23]([NH:2][CH:3]2[CH2:8][CH2:7][CH2:6][NH:5][C:4]2=[O:9])(=[O:25])=[O:24])=[CH:19][CH:18]=1. (6) Given the reactants [NH2:1][C:2]1[CH:3]=[C:4]2[C:8](=[CH:9][C:10]=1[O:11][CH3:12])[C:7](=[O:13])[N:6]([CH2:14][C:15]([O:17][CH3:18])=[O:16])[C:5]2=[O:19].[CH3:20][S:21](Cl)(=[O:23])=[O:22], predict the reaction product. The product is: [CH3:12][O:11][C:10]1[CH:9]=[C:8]2[C:4](=[CH:3][C:2]=1[NH:1][S:21]([CH3:20])(=[O:23])=[O:22])[C:5](=[O:19])[N:6]([CH2:14][C:15]([O:17][CH3:18])=[O:16])[C:7]2=[O:13]. (7) Given the reactants [CH:1]([Si:4]([CH:6]([CH3:8])[CH3:7])=[O:5])([CH3:3])[CH3:2].C([C@@H:12]1[CH2:25][C:24]2[C@@:15]([CH3:31])([C@@H:16]3[C@@H:21]([CH2:22][N:23]=2)[C@@H:20]2[CH2:26][CH2:27][C:28](=[O:29])[C@@:19]2([CH3:30])[CH2:18][CH2:17]3)[CH2:14][CH2:13]1)(C)C.[CH3:32][C:33]([O:36][C:37](O[C:37]([O:36][C:33]([CH3:35])([CH3:34])[CH3:32])=[O:38])=[O:38])([CH3:35])[CH3:34].N1C=C[CH:50]=[CH:49][CH:48]=1, predict the reaction product. The product is: [C:33]([O:36][C:37]([N:23]1[CH2:22][C@@H:21]2[C@H:16]([CH2:17][CH2:18][C@:19]3([CH3:30])[C:28](=[O:29])[CH2:27][CH2:26][C@H:20]32)[C@:15]2([CH3:31])[C:24]1=[CH:25][C@@H:12]([O:5][Si:4]([CH:49]([CH3:50])[CH3:48])([CH:6]([CH3:8])[CH3:7])[CH:1]([CH3:3])[CH3:2])[CH2:13][CH2:14]2)=[O:38])([CH3:35])([CH3:34])[CH3:32]. (8) Given the reactants [Cl:1][C:2]1[CH:17]=[CH:16][C:5]([CH2:6][NH:7][CH2:8][C:9]2[CH:14]=[CH:13][C:12]([OH:15])=[CH:11][CH:10]=2)=[CH:4][CH:3]=1.[CH3:18][C:19]([O:22][C:23](O[C:23]([O:22][C:19]([CH3:21])([CH3:20])[CH3:18])=[O:24])=[O:24])([CH3:21])[CH3:20].[OH-].[Na+].O, predict the reaction product. The product is: [C:23]([N:7]([CH2:6][C:5]1[CH:4]=[CH:3][C:2]([Cl:1])=[CH:17][CH:16]=1)[CH2:8][C:9]1[CH:14]=[CH:13][C:12]([OH:15])=[CH:11][CH:10]=1)([O:22][C:19]([CH3:21])([CH3:20])[CH3:18])=[O:24].